From a dataset of Reaction yield outcomes from USPTO patents with 853,638 reactions. Predict the reaction yield, written as a fraction of the theoretical maximum amount of product (1.0 means a 100% yield; for example, 0.34 means a 34% yield). (1) The reactants are [O:1]1[C:5]2[CH:6]=[CH:7][C:8]([C:10](=[O:19])[CH2:11][C:12]3[CH:17]=[CH:16][CH:15]=[C:14]([CH3:18])[N:13]=3)=[CH:9][C:4]=2[O:3][CH2:2]1.[Br:20]Br. The catalyst is C(O)(=O)C. The product is [O:1]1[C:5]2[CH:6]=[CH:7][C:8]([C:10](=[O:19])[CH:11]([Br:20])[C:12]3[CH:17]=[CH:16][CH:15]=[C:14]([CH3:18])[N:13]=3)=[CH:9][C:4]=2[O:3][CH2:2]1. The yield is 0.920. (2) The reactants are [F:1][C:2]1[C:3](/[N:9]=[CH:10]/[N:11]([CH3:13])[CH3:12])=[N:4][C:5]([OH:8])=[N:6][CH:7]=1.[H-].[Na+].C(=S)=S.I[CH2:20][CH3:21]. The catalyst is CN(C=O)C. The product is [CH2:20]([N:6]1[CH:7]=[C:2]([F:1])[C:3](/[N:9]=[CH:10]/[N:11]([CH3:13])[CH3:12])=[N:4][C:5]1=[O:8])[CH3:21]. The yield is 0.670. (3) The reactants are [Cl:1][C:2]1[CH:7]=[CH:6][CH:5]=[C:4]([Cl:8])[C:3]=1[CH2:9][C:10](Cl)=[O:11].[N+](=[CH2:15])=[N-].CCOCC.[BrH:21]. No catalyst specified. The product is [Br:21][CH2:15][C:10](=[O:11])[CH2:9][C:3]1[C:2]([Cl:1])=[CH:7][CH:6]=[CH:5][C:4]=1[Cl:8]. The yield is 0.660. (4) The reactants are [Cl:1]N1C(=O)CCC1=O.CN(C)C=O.[CH3:14][O:15][C:16]1[CH:21]=[C:20]([CH3:22])[CH:19]=[CH:18][N:17]=1. The catalyst is O. The product is [Cl:1][C:19]1[C:20]([CH3:22])=[CH:21][C:16]([O:15][CH3:14])=[N:17][CH:18]=1. The yield is 0.820. (5) The reactants are FC(F)(F)C(O)=O.C(OC([N:15]1[CH2:20][CH2:19][CH:18]([NH:21][C:22]([C:24]2[CH:25]=[CH:26][C:27]3[S:32][CH2:31][C:30](=[O:33])[NH:29][C:28]=3[CH:34]=2)=[O:23])[CH2:17][CH2:16]1)=O)(C)(C)C. The catalyst is ClCCl. The product is [NH:15]1[CH2:20][CH2:19][CH:18]([NH:21][C:22]([C:24]2[CH:25]=[CH:26][C:27]3[S:32][CH2:31][C:30](=[O:33])[NH:29][C:28]=3[CH:34]=2)=[O:23])[CH2:17][CH2:16]1. The yield is 0.510. (6) The reactants are Br[CH:2]([CH3:9])[CH2:3][CH2:4][CH2:5][CH2:6][CH:7]=[CH2:8].[S:10]([C:14]1[CH:20]=[CH:19][C:17]([CH3:18])=[CH:16][CH:15]=1)([OH:13])(=[O:12])=[O:11].[CH3:21][NH:22]CCCCC=C. No catalyst specified. The product is [S:10]([C:14]1[CH:20]=[CH:19][C:17]([CH3:18])=[CH:16][CH:15]=1)([OH:13])(=[O:12])=[O:11].[CH3:21][NH:22][CH2:9][CH2:2][CH2:3][CH2:4][CH:5]=[CH:6][CH2:7][CH3:8]. The yield is 1.00. (7) The reactants are [CH3:1][C:2]1([S:10]([C:13]2[CH:18]=[CH:17][CH:16]=[C:15]([C:19]([F:22])([F:21])[F:20])[CH:14]=2)(=[O:12])=[O:11])[CH2:7][CH2:6][O:5][CH:4]([CH2:8][OH:9])[CH2:3]1.[CH3:23][S:24](Cl)(=[O:26])=[O:25]. The catalyst is C(Cl)Cl. The product is [CH3:23][S:24]([O:9][CH2:8][CH:4]1[CH2:3][C:2]([CH3:1])([S:10]([C:13]2[CH:18]=[CH:17][CH:16]=[C:15]([C:19]([F:20])([F:22])[F:21])[CH:14]=2)(=[O:11])=[O:12])[CH2:7][CH2:6][O:5]1)(=[O:26])=[O:25]. The yield is 0.820. (8) The reactants are [N+:1]([C:4]1[CH:5]=[C:6]([N:17]2[CH2:22][CH2:21][NH:20][CH2:19][CH2:18]2)[CH:7]=[CH:8][C:9]=1[S:10][C:11]1[CH:16]=[CH:15][CH:14]=[CH:13][CH:12]=1)([O-:3])=[O:2].[OH-].[Na+].[C:25](O[C:25]([O:27][C:28]([CH3:31])([CH3:30])[CH3:29])=[O:26])([O:27][C:28]([CH3:31])([CH3:30])[CH3:29])=[O:26].Cl. The catalyst is C1COCC1.O.CCOC(C)=O. The product is [N+:1]([C:4]1[CH:5]=[C:6]([N:17]2[CH2:22][CH2:21][N:20]([C:25]([O:27][C:28]([CH3:31])([CH3:30])[CH3:29])=[O:26])[CH2:19][CH2:18]2)[CH:7]=[CH:8][C:9]=1[S:10][C:11]1[CH:12]=[CH:13][CH:14]=[CH:15][CH:16]=1)([O-:3])=[O:2]. The yield is 0.850. (9) The reactants are [OH:1][C:2]1[CH:7]=[CH:6][C:5]([C:8](=[O:10])[CH3:9])=[CH:4][CH:3]=1.C(=O)([O-])[O-].[K+].[K+].[Br:17][CH2:18][CH2:19]Br. The catalyst is CN(C=O)C. The product is [Br:17][CH2:18][CH2:19][O:1][C:2]1[CH:7]=[CH:6][C:5]([C:8](=[O:10])[CH3:9])=[CH:4][CH:3]=1. The yield is 0.852. (10) The reactants are Cl.Cl.[NH2:3][C:4]1[CH:9]=[CH:8][C:7]([N:10]2[CH:14]=[CH:13][N:12]=[C:11]2[SH:15])=[CH:6][CH:5]=1.CI.[CH3:18]CN(CC)CC. The catalyst is CN(C=O)C. The product is [NH2:3][C:4]1[CH:5]=[CH:6][C:7]([N:10]2[CH:14]=[CH:13][N:12]=[C:11]2[S:15][CH3:18])=[CH:8][CH:9]=1. The yield is 0.600.